The task is: Predict the reactants needed to synthesize the given product.. This data is from Full USPTO retrosynthesis dataset with 1.9M reactions from patents (1976-2016). (1) The reactants are: Br[C:2]1[CH:10]=[CH:9][C:5]([CH2:6][CH2:7][OH:8])=[CH:4][CH:3]=1.P([C:12]([CH3:15])([CH3:14])[CH3:13])([C:12]([CH3:15])([CH3:14])[CH3:13])[C:12]([CH3:15])([CH3:14])[CH3:13].CN([CH:27]=[O:28])C.[OH2:29]. Given the product [CH3:27][O:28][C:13](=[O:29])[C:12]([C:2]1[CH:10]=[CH:9][C:5]([CH2:6][CH2:7][OH:8])=[CH:4][CH:3]=1)([CH3:15])[CH3:14], predict the reactants needed to synthesize it. (2) Given the product [CH2:24]([C:14]1[C:13]([CH2:12][C:9]2[CH:8]=[CH:7][C:6]([O:5][CH2:4][CH2:3][OH:2])=[CH:11][CH:10]=2)=[C:17]2[N:18]=[C:19]([CH3:23])[CH:20]=[C:21]([CH3:22])[N:16]2[N:15]=1)[CH3:25], predict the reactants needed to synthesize it. The reactants are: C[O:2][C:3](=O)[CH2:4][O:5][C:6]1[CH:11]=[CH:10][C:9]([CH2:12][C:13]2[C:14]([CH2:24][CH3:25])=[N:15][N:16]3[C:21]([CH3:22])=[CH:20][C:19]([CH3:23])=[N:18][C:17]=23)=[CH:8][CH:7]=1.[H-].[H-].[H-].[H-].[Li+].[Al+3]. (3) The reactants are: [CH2:1]1[C:9]2[C:8]3[CH:10]=[CH:11][CH:12]=[CH:13][C:7]=3[O:6][C:5]=2[CH2:4][CH2:3][CH:2]1[NH2:14].[C:15](Cl)(=[O:24])[C:16]1[CH:21]=[CH:20][C:19]([O:22][CH3:23])=[CH:18][CH:17]=1.C(N(CC)CC)C. Given the product [CH3:23][O:22][C:19]1[CH:20]=[CH:21][C:16]([C:15]([NH:14][C:2]2[CH:3]=[CH:4][C:5]3[O:6][C:7]4[CH2:13][CH2:12][CH2:11][CH2:10][C:8]=4[C:9]=3[CH:1]=2)=[O:24])=[CH:17][CH:18]=1, predict the reactants needed to synthesize it. (4) Given the product [CH3:14][CH:15]([CH3:19])[CH2:16][CH2:17][NH:6][C@H:5]([C:4]([O:3][CH3:2])=[O:8])[CH3:7], predict the reactants needed to synthesize it. The reactants are: Cl.[CH3:2][O:3][C:4](=[O:8])[CH:5]([CH3:7])[NH2:6].C([O-])(=O)C.[K+].[CH3:14][CH:15]([CH3:19])[CH2:16][CH:17]=O.C(O[BH-](OC(=O)C)OC(=O)C)(=O)C.[Na+].C(=O)(O)[O-].[Na+].C(=O)([O-])[O-].[Na+].[Na+]. (5) Given the product [F:1][C:2]1[CH:7]=[CH:6][C:5]([S:8]([N:11]([CH2:12][C:13]2[CH:14]=[CH:15][C:16]([C:17]([O:19][CH3:20])=[O:18])=[CH:21][CH:22]=2)[CH:27]([CH2:32][CH3:31])[CH2:28][CH3:29])(=[O:10])=[O:9])=[CH:4][CH:3]=1, predict the reactants needed to synthesize it. The reactants are: [F:1][C:2]1[CH:7]=[CH:6][C:5]([S:8]([NH:11][CH2:12][C:13]2[CH:22]=[CH:21][C:16]([C:17]([O:19][CH3:20])=[O:18])=[CH:15][CH:14]=2)(=[O:10])=[O:9])=[CH:4][CH:3]=1.CCCO.[CH:27]1[CH:32]=[CH:31]C(P([C:27]2[CH:32]=[CH:31]C=[CH:29][CH:28]=2)[C:27]2[CH:32]=[CH:31]C=[CH:29][CH:28]=2)=[CH:29][CH:28]=1.N(C(OC(C)C)=O)=NC(OC(C)C)=O. (6) Given the product [Br:10][C:11]1[CH:16]=[CH:15][C:14]([NH:17][C:18]2[C:27]3[C:22](=[CH:23][C:24]([O:30][CH2:31][CH:32]([OH:34])[CH2:33][S:1][C:2]4[CH:7]=[CH:6][N:5]=[CH:4][CH:3]=4)=[C:25]([O:28][CH3:29])[CH:26]=3)[N:21]=[CH:20][N:19]=2)=[C:13]([F:35])[CH:12]=1, predict the reactants needed to synthesize it. The reactants are: [SH:1][C:2]1[CH:7]=[CH:6][N:5]=[CH:4][CH:3]=1.[H-].[Na+].[Br:10][C:11]1[CH:16]=[CH:15][C:14]([NH:17][C:18]2[C:27]3[C:22](=[CH:23][C:24]([O:30][CH2:31][CH:32]4[O:34][CH2:33]4)=[C:25]([O:28][CH3:29])[CH:26]=3)[N:21]=[CH:20][N:19]=2)=[C:13]([F:35])[CH:12]=1. (7) Given the product [C:25]1([S:22]([C:16]2[CH:15]=[CH:14][C:13]3[NH:12][C:11]4[CH2:10][CH2:9][NH:8][CH2:21][CH2:20][C:19]=4[C:18]=3[CH:17]=2)(=[O:24])=[O:23])[CH:30]=[CH:29][CH:28]=[CH:27][CH:26]=1, predict the reactants needed to synthesize it. The reactants are: C([N:8]1[CH2:21][CH2:20][C:19]2[C:18]3[CH:17]=[C:16]([S:22]([C:25]4[CH:30]=[CH:29][CH:28]=[CH:27][CH:26]=4)(=[O:24])=[O:23])[CH:15]=[CH:14][C:13]=3[NH:12][C:11]=2[CH2:10][CH2:9]1)C1C=CC=CC=1. (8) Given the product [C:21]1([N:12]2[C:11]3[CH:10]=[CH:9][C:8]([C:5]4[CH:4]=[CH:3][C:2]([B:38]([OH:43])[OH:39])=[CH:7][CH:6]=4)=[CH:20][C:19]=3[C:18]3[C:13]2=[CH:14][CH:15]=[CH:16][CH:17]=3)[CH:26]=[CH:25][CH:24]=[CH:23][CH:22]=1, predict the reactants needed to synthesize it. The reactants are: Br[C:2]1[CH:7]=[CH:6][C:5]([C:8]2[CH:9]=[CH:10][C:11]3[N:12]([C:21]4[CH:26]=[CH:25][CH:24]=[CH:23][CH:22]=4)[C:13]4[C:18]([C:19]=3[CH:20]=2)=[CH:17][CH:16]=[CH:15][CH:14]=4)=[CH:4][CH:3]=1.CCCCCC.C([Li])CCC.[B:38]([O:43]C)(OC)[O:39]C.Cl. (9) Given the product [Cl:9][C:4]1[N:5]=[CH:6][N:7]([CH3:8])[C:3]=1[CH2:2][S:23][C:21]1[N:20]=[C:19]([OH:24])[CH:18]=[C:17]([CH3:16])[N:22]=1, predict the reactants needed to synthesize it. The reactants are: Br[CH2:2][C:3]1[N:7]([CH3:8])[CH:6]=[N:5][C:4]=1[Cl:9].C(=O)([O-])[O-].[K+].[K+].[CH3:16][C:17]1[N:22]=[C:21]([SH:23])[N:20]=[C:19]([OH:24])[CH:18]=1.